This data is from Forward reaction prediction with 1.9M reactions from USPTO patents (1976-2016). The task is: Predict the product of the given reaction. (1) The product is: [N:1]([C@@H:4]1[CH2:10][CH2:9][C@@H:8]([C:11]2[N:12]([CH3:19])[N:13]=[CH:14][C:15]=2[N+:16]([O-:18])=[O:17])[O:7][CH2:6][C@@H:5]1[OH:20])=[N+:2]=[N-:3]. Given the reactants [N:1]([CH:4]1[CH2:10][CH2:9][CH:8]([C:11]2[N:12]([CH3:19])[N:13]=[CH:14][C:15]=2[N+:16]([O-:18])=[O:17])[O:7][CH2:6][CH:5]1[OH:20])=[N+:2]=[N-:3].N([C@@H]1CC[C@@H](C2N(C)N=CC=2[N+]([O-])=O)OCC1=O)=[N+]=[N-], predict the reaction product. (2) Given the reactants [O:1]1[CH:5]=[CH:4][CH:3]=[C:2]1[C:6]1[N:11]=[C:10]([NH2:12])[N:9]=[C:8]2[NH:13][N:14]=[CH:15][C:7]=12.[H-].[Na+].[N+:18]([C:21]1[CH:22]=[C:23]([CH:26]=[CH:27][CH:28]=1)[CH2:24]Br)([O-:20])=[O:19].O, predict the reaction product. The product is: [O:1]1[CH:5]=[CH:4][CH:3]=[C:2]1[C:6]1[N:11]=[C:10]([NH2:12])[N:9]=[C:8]2[N:13]([CH2:24][C:23]3[CH:26]=[CH:27][CH:28]=[C:21]([N+:18]([O-:20])=[O:19])[CH:22]=3)[N:14]=[CH:15][C:7]=12.